Dataset: Full USPTO retrosynthesis dataset with 1.9M reactions from patents (1976-2016). Task: Predict the reactants needed to synthesize the given product. (1) Given the product [F:1][C:2]1[CH:27]=[C:26]([F:28])[CH:25]=[CH:24][C:3]=1[CH2:4][N:5]([CH2:17][CH2:18][CH2:19][CH2:20][CH2:21][CH2:22][CH3:23])[C:6](=[O:16])[CH2:7][CH2:8][C:9]1[CH:14]=[CH:13][C:12]([O:15][CH2:38][C:33]2[CH:34]=[CH:35][CH:36]=[CH:37][C:32]=2[C:31]([O:30][CH3:29])=[O:40])=[CH:11][CH:10]=1, predict the reactants needed to synthesize it. The reactants are: [F:1][C:2]1[CH:27]=[C:26]([F:28])[CH:25]=[CH:24][C:3]=1[CH2:4][N:5]([CH2:17][CH2:18][CH2:19][CH2:20][CH2:21][CH2:22][CH3:23])[C:6](=[O:16])[CH2:7][CH2:8][C:9]1[CH:14]=[CH:13][C:12]([OH:15])=[CH:11][CH:10]=1.[CH3:29][O:30][C:31](=[O:40])[C:32]1[CH:37]=[CH:36][CH:35]=[CH:34][C:33]=1[CH2:38]Br.C(=O)([O-])[O-].[K+].[K+]. (2) Given the product [C:13]([O:12][C:10]([N:17]1[CH2:22][CH2:21][N:20]([C:2]2[C:7]([Cl:8])=[CH:6][C:5]([Cl:9])=[CH:4][N:3]=2)[CH2:19][CH2:18]1)=[O:11])([CH3:16])([CH3:14])[CH3:15], predict the reactants needed to synthesize it. The reactants are: Cl[C:2]1[C:7]([Cl:8])=[CH:6][C:5]([Cl:9])=[CH:4][N:3]=1.[C:10]([N:17]1[CH2:22][CH2:21][NH:20][CH2:19][CH2:18]1)([O:12][C:13]([CH3:16])([CH3:15])[CH3:14])=[O:11].C(=O)([O-])[O-].[K+].[K+].CN(C)C=O. (3) Given the product [Br:1][C:2]1[C:7]([F:8])=[CH:6][C:5]([Br:9])=[C:4]([F:10])[C:3]=1[S:11]([NH:14][C@@H:15]1[CH2:16][C@H:17]([CH3:27])[N:18]([C:20]#[N:31])[CH2:19]1)(=[O:13])=[O:12], predict the reactants needed to synthesize it. The reactants are: [Br:1][C:2]1[C:7]([F:8])=[CH:6][C:5]([Br:9])=[C:4]([F:10])[C:3]=1[S:11]([NH:14][C@H:15]1[CH2:19][N:18]([C:20](OC(C)(C)C)=O)[C@@H:17]([CH3:27])[CH2:16]1)(=[O:13])=[O:12].Cl.CC[N:31](C(C)C)C(C)C.N#CBr.C(O)C(N)(CO)CO. (4) The reactants are: Cl[C:2]([O:4][C:5]1[CH:10]=[CH:9][CH:8]=[CH:7][CH:6]=1)=[O:3].N1C=CC=CC=1.[C:17]([O:21][C:22](=[O:29])[NH:23][C@@H:24]1[CH2:28][CH2:27][NH:26][CH2:25]1)([CH3:20])([CH3:19])[CH3:18]. Given the product [C:5]1([O:4][C:2]([N:26]2[CH2:27][CH2:28][C@@H:24]([NH:23][C:22]([O:21][C:17]([CH3:20])([CH3:19])[CH3:18])=[O:29])[CH2:25]2)=[O:3])[CH:10]=[CH:9][CH:8]=[CH:7][CH:6]=1, predict the reactants needed to synthesize it. (5) Given the product [C:25]([O:29][C:30](=[O:35])[CH2:31][CH2:32][CH2:33][O:17][C:16](=[O:18])[C@H:12]([CH:13]([CH3:14])[CH3:15])[NH:11][C:1]([O:3][CH2:4][C:5]1[CH:10]=[CH:9][CH:8]=[CH:7][CH:6]=1)=[O:2])([CH3:28])([CH3:27])[CH3:26], predict the reactants needed to synthesize it. The reactants are: [C:1]([NH:11][C@H:12]([C:16]([OH:18])=[O:17])[CH:13]([CH3:15])[CH3:14])([O:3][CH2:4][C:5]1[CH:10]=[CH:9][CH:8]=[CH:7][CH:6]=1)=[O:2].CC(C)([O-])C.[K+].[C:25]([O:29][C:30](=[O:35])[CH2:31][CH2:32][CH2:33]Br)([CH3:28])([CH3:27])[CH3:26].C(=O)(O)[O-].[Na+]. (6) The reactants are: [CH2:1]1[CH2:9][O:8][C:7]2[C:3](=[C:4](C(O)=O)[S:5][C:6]=2C(O)=O)[O:2]1. Given the product [CH2:1]1[CH2:9][O:8][C:7]2[C:3](=[CH:4][S:5][CH:6]=2)[O:2]1, predict the reactants needed to synthesize it. (7) Given the product [CH:12]([N:15]1[CH:19]=[C:18]([CH2:20][NH:11][C:1]23[CH2:8][CH:7]4[CH2:6][CH:5]([CH2:4][CH:3]([CH2:9]4)[CH2:2]2)[CH2:10]3)[CH:17]=[N:16]1)([CH3:14])[CH3:13], predict the reactants needed to synthesize it. The reactants are: [C:1]12([NH2:11])[CH2:10][CH:5]3[CH2:6][CH:7]([CH2:9][CH:3]([CH2:4]3)[CH2:2]1)[CH2:8]2.[CH:12]([N:15]1[CH:19]=[C:18]([CH:20]=O)[CH:17]=[N:16]1)([CH3:14])[CH3:13].